This data is from Full USPTO retrosynthesis dataset with 1.9M reactions from patents (1976-2016). The task is: Predict the reactants needed to synthesize the given product. (1) Given the product [CH3:1][C:2]1[N:20]([CH2:13][C:14]2[CH:19]=[CH:18][CH:17]=[CH:16][CH:15]=2)[N:21]=[C:5]([C:7]([OH:9])=[O:8])[CH:4]=1, predict the reactants needed to synthesize it. The reactants are: [CH3:1][C:2]([CH2:4][C:5]([C:7]([O:9]C)=[O:8])=O)=O.Cl.Cl.[CH2:13]([NH:20][NH2:21])[C:14]1[CH:19]=[CH:18][CH:17]=[CH:16][CH:15]=1. (2) Given the product [CH2:1]([C:3]1[CH:8]=[CH:7][C:6]([C:9]2[C:13]([C:14]([O:16][CH2:17][CH3:18])=[O:15])=[C:12]([S:21]([CH3:20])(=[O:23])=[O:22])[S:11][N:10]=2)=[CH:5][CH:4]=1)[CH3:2], predict the reactants needed to synthesize it. The reactants are: [CH2:1]([C:3]1[CH:8]=[CH:7][C:6]([C:9]2[C:13]([C:14]([O:16][CH2:17][CH3:18])=[O:15])=[C:12](I)[S:11][N:10]=2)=[CH:5][CH:4]=1)[CH3:2].[CH3:20][S:21]([O-:23])=[O:22].[Na+]. (3) Given the product [CH3:16][O:15][CH2:14][CH2:13][O:3][CH2:4][C:5]([CH3:11])([CH3:10])[C:6]([O:8][CH3:9])=[O:7], predict the reactants needed to synthesize it. The reactants are: [H-].[Na+].[OH:3][CH2:4][C:5]([CH3:11])([CH3:10])[C:6]([O:8][CH3:9])=[O:7].Br[CH2:13][CH2:14][O:15][CH3:16]. (4) Given the product [C:15]([N:18]1[CH2:23][C:22](=[O:24])[NH:21][C:20](=[CH:6][C:5]2[CH:8]=[CH:9][C:10]([C:11]([F:14])([F:13])[F:12])=[C:3]([O:2][CH3:1])[CH:4]=2)[C:19]1=[O:28])(=[O:17])[CH3:16], predict the reactants needed to synthesize it. The reactants are: [CH3:1][O:2][C:3]1[CH:4]=[C:5]([CH:8]=[CH:9][C:10]=1[C:11]([F:14])([F:13])[F:12])[CH:6]=O.[C:15]([N:18]1[CH2:23][C:22](=[O:24])[N:21](C(=O)C)[CH2:20][C:19]1=[O:28])(=[O:17])[CH3:16].CC(C)([O-])C.[K+].O. (5) Given the product [CH2:12]([N:14]1[C:1]([NH2:2])=[C:3]([CH:9]([CH3:10])[CH3:11])[C:4](=[O:6])[NH:17][C:15]1=[O:16])[CH3:13], predict the reactants needed to synthesize it. The reactants are: [C:1]([CH:3]([CH:9]([CH3:11])[CH3:10])[C:4]([O:6]CC)=O)#[N:2].[CH2:12]([NH:14][C:15]([NH2:17])=[O:16])[CH3:13].C[O-].[Na+].Cl.